This data is from Reaction yield outcomes from USPTO patents with 853,638 reactions. The task is: Predict the reaction yield, written as a fraction of the theoretical maximum amount of product (1.0 means a 100% yield; for example, 0.34 means a 34% yield). (1) The reactants are C([O:8][C:9](=[O:30])[C@@H:10]([CH2:14][C:15]([N:17]1[C:29]2[CH:28]=[CH:27][CH:26]=[CH:25][C:24]=2[C:23]2[C:18]1=[CH:19][CH:20]=[CH:21][CH:22]=2)=[O:16])[CH2:11][CH2:12][CH3:13])C1C=CC=CC=1. The catalyst is CCOC(C)=O.[Pd]. The product is [CH:28]1[C:29]2[N:17]([C:15](=[O:16])[CH2:14][C@@H:10]([CH2:11][CH2:12][CH3:13])[C:9]([OH:30])=[O:8])[C:18]3[C:23](=[CH:22][CH:21]=[CH:20][CH:19]=3)[C:24]=2[CH:25]=[CH:26][CH:27]=1. The yield is 0.840. (2) The reactants are [N+](C1C=CC(O[C:11](=[O:38])[O:12][CH2:13][C:14]2[N:15](CC3C=CN=CC=3)[C:16]([S:22][C:23]3[CH:28]=[C:27]([Cl:29])[CH:26]=[C:25]([Cl:30])[CH:24]=3)=[C:17]([CH:19]([CH3:21])[CH3:20])[N:18]=2)=CC=1)([O-])=O.[CH2:39]([O:41][P:42]([CH2:47][CH2:48][CH2:49][NH2:50])(=[O:46])[O:43][CH2:44][CH3:45])[CH3:40].C([N:54]([CH:57]([CH3:59])C)[CH2:55][CH3:56])(C)C.[CH3:60][C:61]#N. No catalyst specified. The product is [CH2:44]([O:43][P:42]([CH2:47][CH2:48][CH2:49][NH:50][C:11]([O:12][CH:13]([C:14]1[NH:15][C:16]([S:22][C:23]2[CH:24]=[C:25]([Cl:30])[CH:26]=[C:27]([Cl:29])[CH:28]=2)=[C:17]([CH:19]([CH3:20])[CH3:21])[N:18]=1)[CH2:60][C:61]1[CH:56]=[CH:55][N:54]=[CH:57][CH:59]=1)=[O:38])(=[O:46])[O:41][CH2:39][CH3:40])[CH3:45]. The yield is 0.790.